This data is from Reaction yield outcomes from USPTO patents with 853,638 reactions. The task is: Predict the reaction yield, written as a fraction of the theoretical maximum amount of product (1.0 means a 100% yield; for example, 0.34 means a 34% yield). (1) The reactants are [C:1]([O:5][C:6](=[O:25])[N:7]([CH2:18][CH2:19][CH2:20][CH2:21][CH2:22][CH2:23][CH3:24])[CH2:8][CH2:9][C:10]1[CH:15]=[CH:14][C:13]([CH2:16][OH:17])=[CH:12][CH:11]=1)([CH3:4])([CH3:3])[CH3:2]. The catalyst is CCOCC.[O-2].[O-2].[Mn+4]. The product is [C:1]([O:5][C:6](=[O:25])[N:7]([CH2:8][CH2:9][C:10]1[CH:11]=[CH:12][C:13]([CH:16]=[O:17])=[CH:14][CH:15]=1)[CH2:18][CH2:19][CH2:20][CH2:21][CH2:22][CH2:23][CH3:24])([CH3:2])([CH3:3])[CH3:4]. The yield is 0.760. (2) The reactants are [F:1][C:2]1[CH:7]=[CH:6][C:5]([C:8]2[O:9][C:10]3[CH:20]=[CH:19][C:18]([C:21]4[CH:22]=[C:23]([CH:27]=[CH:28][CH:29]=4)[C:24](O)=[O:25])=[CH:17][C:11]=3[C:12]=2[C:13](=[O:16])[NH:14][CH3:15])=[CH:4][CH:3]=1.CCN=C=NCCCN(C)C.Cl.[C:42]([S:46]([NH2:49])(=[O:48])=[O:47])([CH3:45])([CH3:44])[CH3:43].ClCCCl. The yield is 0.310. The catalyst is CN(C1C=CN=CC=1)C.CN(C=O)C. The product is [C:42]([S:46]([NH:49][C:24]([C:23]1[CH:22]=[C:21]([C:18]2[CH:19]=[CH:20][C:10]3[O:9][C:8]([C:5]4[CH:6]=[CH:7][C:2]([F:1])=[CH:3][CH:4]=4)=[C:12]([C:13]([NH:14][CH3:15])=[O:16])[C:11]=3[CH:17]=2)[CH:29]=[CH:28][CH:27]=1)=[O:25])(=[O:48])=[O:47])([CH3:45])([CH3:44])[CH3:43]. (3) The reactants are [Cl:1][C:2]1[CH:3]=[C:4]([C:26]#[C:27][CH2:28][N:29]2[CH2:33][CH2:32][CH2:31][CH2:30]2)[CH:5]=[C:6]2[C:10]=1[C:9](=[O:11])[N:8]([CH2:12][C:13]1[CH:18]=[CH:17][C:16]([O:19][C:20]3[CH:25]=[CH:24][CH:23]=[CH:22][CH:21]=3)=[CH:15][CH:14]=1)[CH2:7]2.[H][H].C(Cl)(Cl)Cl.CO. The catalyst is C(O)C.[C].[Pd]. The product is [Cl:1][C:2]1[CH:3]=[C:4]([CH2:26][CH2:27][CH2:28][N:29]2[CH2:30][CH2:31][CH2:32][CH2:33]2)[CH:5]=[C:6]2[C:10]=1[C:9](=[O:11])[N:8]([CH2:12][C:13]1[CH:18]=[CH:17][C:16]([O:19][C:20]3[CH:25]=[CH:24][CH:23]=[CH:22][CH:21]=3)=[CH:15][CH:14]=1)[CH2:7]2. The yield is 0.500. (4) The reactants are [OH-].[Na+].[Cl:3][C:4]1[CH:26]=[C:25]([C:27]([NH:29][CH2:30][C:31]2[CH:39]=[CH:38][CH:37]=[C:36]3[C:32]=2[CH:33]=[N:34][N:35]3[CH:40]2[CH2:45][CH2:44][CH2:43][CH2:42][O:41]2)=[O:28])[CH:24]=[CH:23][C:5]=1[C:6]([NH:8][C@H:9]([C:19]([O:21]C)=[O:20])[CH2:10][NH:11][C:12]([C:14]1[S:15][CH:16]=[CH:17][CH:18]=1)=[O:13])=[O:7]. The catalyst is CO. The product is [Cl:3][C:4]1[CH:26]=[C:25]([C:27]([NH:29][CH2:30][C:31]2[CH:39]=[CH:38][CH:37]=[C:36]3[C:32]=2[CH:33]=[N:34][N:35]3[CH:40]2[CH2:45][CH2:44][CH2:43][CH2:42][O:41]2)=[O:28])[CH:24]=[CH:23][C:5]=1[C:6]([NH:8][C@H:9]([C:19]([OH:21])=[O:20])[CH2:10][NH:11][C:12]([C:14]1[S:15][CH:16]=[CH:17][CH:18]=1)=[O:13])=[O:7]. The yield is 0.970. (5) The reactants are [CH2:1]([N:8]1[CH2:13][C:12](=O)[NH:11][C@H:10]([CH2:15][O:16][CH:17]2[CH2:22][CH2:21][CH2:20][CH2:19][O:18]2)[C:9]1=O)[C:2]1[CH:7]=[CH:6][CH:5]=[CH:4][CH:3]=1.[H-].[H-].[H-].[H-].[Li+].[Al+3]. The catalyst is C1COCC1. The product is [CH2:1]([N:8]1[CH2:13][CH2:12][NH:11][C@H:10]([CH2:15][O:16][CH:17]2[CH2:22][CH2:21][CH2:20][CH2:19][O:18]2)[CH2:9]1)[C:2]1[CH:3]=[CH:4][CH:5]=[CH:6][CH:7]=1. The yield is 0.990. (6) The reactants are C[O:2][C:3](=[O:13])[CH2:4][CH:5]1[CH2:10][CH2:9][C:8]([CH3:12])([CH3:11])[CH2:7][CH2:6]1.[OH-].[Na+]. No catalyst specified. The product is [CH3:11][C:8]1([CH3:12])[CH2:7][CH2:6][CH:5]([CH2:4][C:3]([OH:13])=[O:2])[CH2:10][CH2:9]1. The yield is 0.950.